Dataset: Forward reaction prediction with 1.9M reactions from USPTO patents (1976-2016). Task: Predict the product of the given reaction. Given the reactants [CH3:1][C:2]([CH3:21])([CH3:20])[C:3]([C:5]1[N:9]([CH2:10][C:11]([OH:13])=O)[C:8]2[CH:14]=[CH:15][C:16]([O:18][CH3:19])=[CH:17][C:7]=2[N:6]=1)=[O:4].C1C=CC2N(O)N=NC=2C=1.[CH2:32]([NH:36][CH2:37][CH2:38][CH2:39][CH3:40])[CH2:33][CH2:34][CH3:35].CCN(C(C)C)C(C)C, predict the reaction product. The product is: [CH2:32]([N:36]([CH2:37][CH2:38][CH2:39][CH3:40])[C:11](=[O:13])[CH2:10][N:9]1[C:8]2[CH:14]=[CH:15][C:16]([O:18][CH3:19])=[CH:17][C:7]=2[N:6]=[C:5]1[C:3](=[O:4])[C:2]([CH3:20])([CH3:1])[CH3:21])[CH2:33][CH2:34][CH3:35].